From a dataset of Forward reaction prediction with 1.9M reactions from USPTO patents (1976-2016). Predict the product of the given reaction. (1) Given the reactants [C:1]1([CH2:7][CH2:8][NH:9][CH2:10][C:11]([N:13]2[CH2:22][CH2:21][C:20]3[C:15](=[CH:16][CH:17]=[CH:18][CH:19]=3)[CH:14]2[CH:23]2[CH2:28][CH2:27][CH2:26][CH2:25][CH2:24]2)=[O:12])[CH2:6][CH2:5][CH2:4][CH2:3][CH:2]=1.[F:29][C:30]([F:41])([F:40])[C:31](O[C:31](=[O:32])[C:30]([F:41])([F:40])[F:29])=[O:32], predict the reaction product. The product is: [C:1]1([CH2:7][CH2:8][N:9]([CH2:10][C:11]([N:13]2[CH2:22][CH2:21][C:20]3[C:15](=[CH:16][CH:17]=[CH:18][CH:19]=3)[CH:14]2[CH:23]2[CH2:28][CH2:27][CH2:26][CH2:25][CH2:24]2)=[O:12])[C:31](=[O:32])[C:30]([F:41])([F:40])[F:29])[CH2:6][CH2:5][CH2:4][CH2:3][CH:2]=1. (2) The product is: [S:16]1[CH:20]=[CH:19][C:18]([CH:21]([OH:22])[CH2:2][CH2:3][CH2:4][OH:5])=[CH:17]1. Given the reactants Cl[CH2:2][CH2:3][CH2:4][OH:5].C([Mg]Cl)(C)C.[Mg].BrC(Br)C.[S:16]1[CH:20]=[CH:19][C:18]([CH:21]=[O:22])=[CH:17]1.[Cl-].[NH4+], predict the reaction product.